Predict the reactants needed to synthesize the given product. From a dataset of Full USPTO retrosynthesis dataset with 1.9M reactions from patents (1976-2016). Given the product [Cl:1][C:2]1[CH:11]=[C:10]2[C:5]([N:6]=[C:7]([N:15]3[CH2:16][CH2:17][NH:18][CH2:19][CH2:20]3)[C:8]3[N:9]2[CH:12]=[CH:13][N:14]=3)=[CH:4][CH:3]=1, predict the reactants needed to synthesize it. The reactants are: [Cl:1][C:2]1[CH:11]=[C:10]2[C:5]([N:6]=[C:7]([N:15]3[CH2:20][CH2:19][N:18](C)[CH2:17][CH2:16]3)[C:8]3[N:9]2[CH:12]=[CH:13][N:14]=3)=[CH:4][CH:3]=1.ClC1C=C2C(N=C(N3CCN(C)CC3)C3N2CCN=3)=CC=1.